From a dataset of NCI-60 drug combinations with 297,098 pairs across 59 cell lines. Regression. Given two drug SMILES strings and cell line genomic features, predict the synergy score measuring deviation from expected non-interaction effect. (1) Drug 1: CC1CCC2CC(C(=CC=CC=CC(CC(C(=O)C(C(C(=CC(C(=O)CC(OC(=O)C3CCCCN3C(=O)C(=O)C1(O2)O)C(C)CC4CCC(C(C4)OC)O)C)C)O)OC)C)C)C)OC. Drug 2: CC(C)CN1C=NC2=C1C3=CC=CC=C3N=C2N. Cell line: A498. Synergy scores: CSS=11.9, Synergy_ZIP=-8.09, Synergy_Bliss=-0.763, Synergy_Loewe=-15.3, Synergy_HSA=-1.00. (2) Drug 1: CC1=C(C=C(C=C1)NC2=NC=CC(=N2)N(C)C3=CC4=NN(C(=C4C=C3)C)C)S(=O)(=O)N.Cl. Drug 2: CC1C(C(=O)NC(C(=O)N2CCCC2C(=O)N(CC(=O)N(C(C(=O)O1)C(C)C)C)C)C(C)C)NC(=O)C3=C4C(=C(C=C3)C)OC5=C(C(=O)C(=C(C5=N4)C(=O)NC6C(OC(=O)C(N(C(=O)CN(C(=O)C7CCCN7C(=O)C(NC6=O)C(C)C)C)C)C(C)C)C)N)C. Cell line: U251. Synergy scores: CSS=31.9, Synergy_ZIP=10.5, Synergy_Bliss=12.3, Synergy_Loewe=12.9, Synergy_HSA=12.8. (3) Drug 1: CS(=O)(=O)C1=CC(=C(C=C1)C(=O)NC2=CC(=C(C=C2)Cl)C3=CC=CC=N3)Cl. Drug 2: CNC(=O)C1=CC=CC=C1SC2=CC3=C(C=C2)C(=NN3)C=CC4=CC=CC=N4. Cell line: SR. Synergy scores: CSS=55.3, Synergy_ZIP=-3.26, Synergy_Bliss=-3.70, Synergy_Loewe=-24.2, Synergy_HSA=-1.33. (4) Drug 1: C1CCC(C1)C(CC#N)N2C=C(C=N2)C3=C4C=CNC4=NC=N3. Drug 2: CC1C(C(CC(O1)OC2CC(CC3=C2C(=C4C(=C3O)C(=O)C5=CC=CC=C5C4=O)O)(C(=O)C)O)N)O. Cell line: UACC-257. Synergy scores: CSS=52.6, Synergy_ZIP=5.72, Synergy_Bliss=3.00, Synergy_Loewe=-50.1, Synergy_HSA=1.20.